Dataset: Reaction yield outcomes from USPTO patents with 853,638 reactions. Task: Predict the reaction yield, written as a fraction of the theoretical maximum amount of product (1.0 means a 100% yield; for example, 0.34 means a 34% yield). (1) The reactants are Cl[C:2]1[N:11]=[C:10]([NH:12][CH2:13][C:14]2[CH:19]=[CH:18][CH:17]=[CH:16][N:15]=2)[C:9]2[C:4](=[CH:5][CH:6]=[CH:7][C:8]=2[C:20]2[CH:25]=[CH:24][CH:23]=[CH:22][CH:21]=2)[N:3]=1.C([Sn](CCCC)(CCCC)[C:31]([O:33][CH2:34][CH3:35])=[CH2:32])CCC. The catalyst is O1CCOCC1. The product is [CH2:34]([O:33][C:31]([C:2]1[N:11]=[C:10]([NH:12][CH2:13][C:14]2[CH:19]=[CH:18][CH:17]=[CH:16][N:15]=2)[C:9]2[C:4](=[CH:5][CH:6]=[CH:7][C:8]=2[C:20]2[CH:25]=[CH:24][CH:23]=[CH:22][CH:21]=2)[N:3]=1)=[CH2:32])[CH3:35]. The yield is 0.850. (2) The reactants are [CH2:1]([O:8][C@@H:9]1[C@@H:17]([CH:18]=[O:19])[O:16][C@H:15]2[C@H:11]([N:12]=[C:13]([N:20]([CH3:28])[C:21](=[O:27])[O:22][C:23]([CH3:26])([CH3:25])[CH3:24])[S:14]2)[C@@H:10]1[F:29])[C:2]1[CH:7]=[CH:6][CH:5]=[CH:4][CH:3]=1.C[Mg+].[Br-].[CH3:33]C(OC(OC(OC(C)(C)C)=O)=O)(C)C. The catalyst is C1COCC1.CCOCC. The product is [CH2:1]([O:8][C@@H:9]1[C@@H:17]([CH:18]([OH:19])[CH3:33])[O:16][C@H:15]2[C@H:11]([N:12]=[C:13]([N:20]([CH3:28])[C:21](=[O:27])[O:22][C:23]([CH3:24])([CH3:25])[CH3:26])[S:14]2)[C@@H:10]1[F:29])[C:2]1[CH:3]=[CH:4][CH:5]=[CH:6][CH:7]=1. The yield is 0.480. (3) The reactants are [CH2:1]([C:3]1[C:11]([CH3:12])=[C:10]2[C:6]([C:7](=[O:13])[O:8][CH2:9]2)=[C:5]([O:14][CH2:15][CH2:16][Si:17]([CH3:20])([CH3:19])[CH3:18])[C:4]=1CC=O)[CH3:2].C1(P(C2C=CC=CC=2)(C2C=CC=CC=2)=C(C)C=[O:33])C=CC=CC=1.[C:47]1([CH3:53])[CH:52]=CC=[CH:49][CH:48]=1. No catalyst specified. The product is [CH2:1]([C:3]1[C:11]([CH3:12])=[C:10]2[C:6]([C:7](=[O:13])[O:8][CH2:9]2)=[C:5]([O:14][CH2:15][CH2:16][Si:17]([CH3:18])([CH3:19])[CH3:20])[C:4]=1[CH2:49][CH:48]=[C:47]([CH3:53])[CH:52]=[O:33])[CH3:2]. The yield is 0.770. (4) The reactants are [CH3:1][O:2][C:3]1[C:4]([CH:22]=[CH2:23])=[CH:5][C:6]2[CH2:7][CH2:8][C@@H:9]3[C@@H:18]([C:19]=2[CH:20]=1)[CH2:17][CH2:16][C@@:14]1([CH3:15])[C@H:10]3[CH2:11][CH2:12][C@@H:13]1[OH:21].C([Sn-3](CCCC)(CCCC)C=C)CCC.[Cl-].[Li+].C1C=CN=CC=1.F. The catalyst is CN(C=O)C.CCOC(C)=O.Cl[Pd](Cl)([P](C1C=CC=CC=1)(C1C=CC=CC=1)C1C=CC=CC=1)[P](C1C=CC=CC=1)(C1C=CC=CC=1)C1C=CC=CC=1.C(C1C=C(C)C=C(C(C)(C)C)C=1O)(C)(C)C. The product is [CH3:1][O:2][C:3]1[C:4]([CH:22]=[CH2:23])=[CH:5][C:6]2[CH2:7][CH2:8][C@@H:9]3[C@@H:18]([C:19]=2[CH:20]=1)[CH2:17][CH2:16][C@@:14]1([CH3:15])[C@H:10]3[CH2:11][CH2:12][C:13]1=[O:21]. The yield is 0.600.